From a dataset of Catalyst prediction with 721,799 reactions and 888 catalyst types from USPTO. Predict which catalyst facilitates the given reaction. Reactant: [O:1]1[C:5]2[CH:6]=[CH:7][CH:8]=[CH:9][C:4]=2[N:3]=[C:2]1[CH:10]=O.[O:12]1[C:18]2[CH:19]=[CH:20][C:21]([S:23]([NH2:26])(=[O:25])=[O:24])=[CH:22][C:17]=2[O:16][CH2:15][CH2:14][CH2:13]1.O.[O-2].[O-2].[O-2].O=[Si]=O.O=[Si]=O.O=[Si]=O.O=[Si]=O.[Al+3].[Al+3]. Product: [O:1]1[C:5]2[CH:6]=[CH:7][CH:8]=[CH:9][C:4]=2[N:3]=[C:2]1[CH:10]=[N:26][S:23]([C:21]1[CH:20]=[CH:19][C:18]2[O:12][CH2:13][CH2:14][CH2:15][O:16][C:17]=2[CH:22]=1)(=[O:24])=[O:25]. The catalyst class is: 11.